This data is from Peptide-MHC class I binding affinity with 185,985 pairs from IEDB/IMGT. The task is: Regression. Given a peptide amino acid sequence and an MHC pseudo amino acid sequence, predict their binding affinity value. This is MHC class I binding data. The peptide sequence is SMNYPNSYK. The MHC is HLA-A68:02 with pseudo-sequence HLA-A68:02. The binding affinity (normalized) is 0.0847.